Task: Predict the reactants needed to synthesize the given product.. Dataset: Full USPTO retrosynthesis dataset with 1.9M reactions from patents (1976-2016) (1) Given the product [O:23]1[C:32]2[C:27](=[CH:28][CH:29]=[CH:30][CH:31]=2)[CH:26]([NH:33][C:7]2[C:12]([CH3:13])=[C:11]([CH3:14])[N:10]=[C:9]([NH:15][CH2:16][C:17]3[CH:22]=[CH:21][CH:20]=[CH:19][N:18]=3)[N:8]=2)[CH2:25][CH2:24]1, predict the reactants needed to synthesize it. The reactants are: C1(N[C:7]2[C:12]([CH3:13])=[C:11]([CH3:14])[N:10]=[C:9]([NH:15][CH2:16][C:17]3[CH:22]=[CH:21][CH:20]=[CH:19][N:18]=3)[N:8]=2)CCCC1.[O:23]1[C:32]2[C:27](=[CH:28][CH:29]=[CH:30][CH:31]=2)[CH:26]([NH2:33])[CH2:25][CH2:24]1. (2) Given the product [C:22]([O:25][C:26](=[O:27])[N:8]([CH2:1][C:2]1[CH:7]=[CH:6][CH:5]=[CH:4][CH:3]=1)[CH2:9][C:10]1[CH:15]=[CH:14][C:13]([N+:16]([O-:18])=[O:17])=[C:12]([O:19][CH3:20])[CH:11]=1)([CH3:24])([CH3:23])[CH3:21], predict the reactants needed to synthesize it. The reactants are: [CH2:1]([NH:8][CH2:9][C:10]1[CH:15]=[CH:14][C:13]([N+:16]([O-:18])=[O:17])=[C:12]([O:19][CH3:20])[CH:11]=1)[C:2]1[CH:7]=[CH:6][CH:5]=[CH:4][CH:3]=1.[CH3:21][C:22]([O:25][C:26](O[C:26]([O:25][C:22]([CH3:24])([CH3:23])[CH3:21])=[O:27])=[O:27])([CH3:24])[CH3:23]. (3) Given the product [CH:34]1([C:37]2[CH:38]=[CH:39][CH:40]=[C:41]3[C:46]=2[N:45]=[C:44]([C:47]([N:26]2[CH2:25][CH2:24][C:23]4([CH2:22][C:21](=[O:33])[C:20]5[C:30](=[CH:31][CH:32]=[C:18]([C:16]6[CH:15]=[N:14][N:13]([CH3:12])[CH:17]=6)[CH:19]=5)[O:29]4)[CH2:28][CH2:27]2)=[O:48])[CH:43]=[C:42]3[OH:50])[CH2:35][CH2:36]1, predict the reactants needed to synthesize it. The reactants are: C1C=CC2N(O)N=NC=2C=1.Cl.[CH3:12][N:13]1[CH:17]=[C:16]([C:18]2[CH:19]=[C:20]3[C:30](=[CH:31][CH:32]=2)[O:29][C:23]2([CH2:28][CH2:27][NH:26][CH2:25][CH2:24]2)[CH2:22][C:21]3=[O:33])[CH:15]=[N:14]1.[CH:34]1([C:37]2[CH:38]=[CH:39][CH:40]=[C:41]3[C:46]=2[N:45]=[C:44]([C:47](O)=[O:48])[CH:43]=[C:42]3[OH:50])[CH2:36][CH2:35]1.O. (4) Given the product [C:8]([N:10]=[C:11]([S:12][CH3:13])[NH:1][C:2]1[CH:3]=[N:4][CH:5]=[CH:6][CH:7]=1)#[N:9], predict the reactants needed to synthesize it. The reactants are: [NH2:1][C:2]1[CH:3]=[N:4][CH:5]=[CH:6][CH:7]=1.[C:8]([N:10]=[C:11](SC)[S:12][CH3:13])#[N:9].[H-].[Na+]. (5) The reactants are: [H-].[Na+].[OH:3][C@@H:4]1[CH2:9][CH2:8][N:7]([C:10]([O:12][C:13]([CH3:16])([CH3:15])[CH3:14])=[O:11])[CH2:6][C@H:5]1[C:17]1[CH:22]=[CH:21][CH:20]=[CH:19][CH:18]=1.[CH3:23]I.O. Given the product [CH3:23][O:3][C@@H:4]1[CH2:9][CH2:8][N:7]([C:10]([O:12][C:13]([CH3:16])([CH3:15])[CH3:14])=[O:11])[CH2:6][C@H:5]1[C:17]1[CH:18]=[CH:19][CH:20]=[CH:21][CH:22]=1, predict the reactants needed to synthesize it. (6) The reactants are: [CH2:1]([C:3]1[CH:8]=[C:7]([CH3:9])[CH:6]=[C:5]([CH2:10][CH3:11])[C:4]=1[C:12](=[O:17])[C:13]([NH:15][NH2:16])=[O:14])[CH3:2].C1COCC1.[C:23]([C:26]1[CH:31]=[CH:30][CH:29]=[CH:28][CH:27]=1)(=O)[CH3:24]. Given the product [CH2:1]([C:3]1[CH:8]=[C:7]([CH3:9])[CH:6]=[C:5]([CH2:10][CH3:11])[C:4]=1[C:12](=[O:17])[C:13]([NH:15][N:16]=[C:23]([C:26]1[CH:31]=[CH:30][CH:29]=[CH:28][CH:27]=1)[CH3:24])=[O:14])[CH3:2], predict the reactants needed to synthesize it. (7) Given the product [CH3:24][O:25][C:20]1[CH:19]=[C:18]([C:7]2[CH:2]=[CH:3][C:4]([N+:8]([O-:10])=[O:9])=[CH:5][CH:6]=2)[CH:17]=[CH:16][C:15]=1[CH:13]=[O:14], predict the reactants needed to synthesize it. The reactants are: Br[C:2]1[CH:7]=[CH:6][CH:5]=[C:4]([N+:8]([O-:10])=[O:9])[C:3]=1OC.[CH:13]([C:15]1[CH:16]=[C:17](B(O)O)[CH:18]=[CH:19][CH:20]=1)=[O:14].[C:24](=O)([O-])[O-:25].[Na+].[Na+].